Dataset: Catalyst prediction with 721,799 reactions and 888 catalyst types from USPTO. Task: Predict which catalyst facilitates the given reaction. (1) Reactant: [C:1]([O-:4])(=[S:3])[CH3:2].[K+].S(O[CH2:17][CH:18]1[CH2:23][CH2:22][N:21]([C:24]([O:26][C:27]([CH3:30])([CH3:29])[CH3:28])=[O:25])[CH2:20][CH2:19]1)(C1C=CC(C)=CC=1)(=O)=O.O. Product: [C:24]([N:21]1[CH2:20][CH2:19][CH:18]([CH2:17][O:4][C:1](=[S:3])[CH3:2])[CH2:23][CH2:22]1)([O:26][C:27]([CH3:30])([CH3:29])[CH3:28])=[O:25]. The catalyst class is: 3. (2) Reactant: [CH3:1][NH:2][C:3]([C:5]1[CH:6]=[C:7]([CH:15]=[C:16]([C:18]2[CH:23]=[CH:22][C:21]([CH3:24])=[CH:20][N:19]=2)[CH:17]=1)[C:8]([O:10][C:11]([CH3:14])([CH3:13])[CH3:12])=[O:9])=O.COC1C=CC(P2(=S)SP(=S)(C3C=CC(OC)=CC=3)[S:34]2)=CC=1.C(=O)(O)[O-].[Na+]. Product: [CH3:1][NH:2][C:3]([C:5]1[CH:6]=[C:7]([CH:15]=[C:16]([C:18]2[CH:23]=[CH:22][C:21]([CH3:24])=[CH:20][N:19]=2)[CH:17]=1)[C:8]([O:10][C:11]([CH3:14])([CH3:13])[CH3:12])=[O:9])=[S:34]. The catalyst class is: 68. (3) Reactant: [CH2:1]([O:3][CH:4]=[CH2:5])[CH3:2].[F:6][C:7]([F:18])([F:17])[C:8](O[C:8](=[O:9])[C:7]([F:18])([F:17])[F:6])=[O:9].C([O-])(O)=O.[Na+]. Product: [CH2:4]([O:3][CH:1]=[CH:2][C:8](=[O:9])[C:7]([F:18])([F:17])[F:6])[CH3:5]. The catalyst class is: 143. (4) Reactant: [N:1]1([C:7]([O:9][CH2:10][CH3:11])=[O:8])[CH2:6][CH2:5][NH:4][CH2:3][CH2:2]1.[Cl:12][CH2:13][CH2:14][CH2:15][C:16](Cl)=[O:17].CCN(CC)CC. Product: [Cl:12][CH2:13][CH2:14][CH2:15][C:16]([N:4]1[CH2:5][CH2:6][N:1]([C:7]([O:9][CH2:10][CH3:11])=[O:8])[CH2:2][CH2:3]1)=[O:17]. The catalyst class is: 2. (5) Product: [C:1]([O:4][CH2:5][C:6]1([C:9]2[CH:10]=[CH:11][C:12]([C:15]3[C:20]([Cl:21])=[CH:19][C:18]([NH2:22])=[C:17]([I:25])[N:16]=3)=[CH:13][CH:14]=2)[CH2:7][CH2:8]1)(=[O:3])[CH3:2]. The catalyst class is: 3. Reactant: [C:1]([O:4][CH2:5][C:6]1([C:9]2[CH:14]=[CH:13][C:12]([C:15]3[C:20]([Cl:21])=[CH:19][C:18]([NH2:22])=[CH:17][N:16]=3)=[CH:11][CH:10]=2)[CH2:8][CH2:7]1)(=[O:3])[CH3:2].II.[I:25]([O-])(=O)(=O)=O.[Na+]. (6) Reactant: [Cl:1][C:2]1[C:3](Cl)=[N:4][CH:5]=[C:6]([CH:10]=1)[C:7]([OH:9])=[O:8].[NH:12]1[CH2:17][CH2:16][CH:15]([C:18]([O:20][CH3:21])=[O:19])[CH2:14][CH2:13]1.CCN(C(C)C)C(C)C. Product: [Cl:1][C:2]1[C:3]([N:12]2[CH2:17][CH2:16][CH:15]([C:18]([O:20][CH3:21])=[O:19])[CH2:14][CH2:13]2)=[N:4][CH:5]=[C:6]([CH:10]=1)[C:7]([OH:9])=[O:8]. The catalyst class is: 44. (7) Reactant: [NH2:1][C:2]1[CH:7]=[CH:6][C:5]([SH:8])=[CH:4][CH:3]=1.C(N(CC)CC)C.[CH3:16][O:17][C:18](=[O:25])[CH2:19][CH2:20][CH2:21][CH2:22][CH2:23]Br.[I-].C([NH3+])(C)(C)C. Product: [CH3:16][O:17][C:18](=[O:25])[CH2:19][CH2:20][CH2:21][CH2:22][CH2:23][S:8][C:5]1[CH:6]=[CH:7][C:2]([NH2:1])=[CH:3][CH:4]=1. The catalyst class is: 5.